This data is from Full USPTO retrosynthesis dataset with 1.9M reactions from patents (1976-2016). The task is: Predict the reactants needed to synthesize the given product. (1) Given the product [Br:32][C:10]1[C:9]([C:22]2[S:26][C:25]3[CH:27]=[CH:28][CH:29]=[CH:30][C:24]=3[CH:23]=2)=[C:8]([NH:7][C:4]2[CH:3]=[CH:2][C:1]([CH3:31])=[CH:6][CH:5]=2)[C:13]([NH:14][C:15]2[CH:20]=[CH:19][C:18]([CH3:21])=[CH:17][CH:16]=2)=[CH:12][CH:11]=1, predict the reactants needed to synthesize it. The reactants are: [C:1]1([CH3:31])[CH:6]=[CH:5][C:4]([NH:7][C:8]2[C:13]([NH:14][C:15]3[CH:20]=[CH:19][C:18]([CH3:21])=[CH:17][CH:16]=3)=[CH:12][CH:11]=[CH:10][C:9]=2[C:22]2[S:26][C:25]3[CH:27]=[CH:28][CH:29]=[CH:30][C:24]=3[CH:23]=2)=[CH:3][CH:2]=1.[Br:32]C1C=CC2C(C3C=CC(C)=CC=3)=C(C3C=CC(C)=CC=3)SC=2C=1. (2) Given the product [CH3:53][N:2]([CH3:1])[CH2:3][CH2:4][S:5]([NH:8][C:9]1[CH:14]=[C:13]([C:15]2[C:23]3[C:22]([NH:24][C@H:25]([C:27]4[N:32]([C:33]5[CH:38]=[CH:37][CH:36]=[CH:35][CH:34]=5)[C:31](=[O:39])[C:30]5=[C:40]([CH3:43])[CH:41]=[CH:42][N:29]5[N:28]=4)[CH3:26])=[N:21][CH:20]=[N:19][C:18]=3[NH:17][CH:16]=2)[CH:12]=[C:11]([OH:52])[CH:10]=1)(=[O:6])=[O:7], predict the reactants needed to synthesize it. The reactants are: [CH3:1][N:2]([CH3:53])[CH2:3][CH2:4][S:5]([NH:8][C:9]1[CH:14]=[C:13]([C:15]2[C:23]3[C:22]([NH:24][C@H:25]([C:27]4[N:32]([C:33]5[CH:38]=[CH:37][CH:36]=[CH:35][CH:34]=5)[C:31](=[O:39])[C:30]5=[C:40]([CH3:43])[CH:41]=[CH:42][N:29]5[N:28]=4)[CH3:26])=[N:21][CH:20]=[N:19][C:18]=3[N:17](COCC[Si](C)(C)C)[CH:16]=2)[CH:12]=[C:11]([OH:52])[CH:10]=1)(=[O:7])=[O:6].FC(F)(F)C(O)=O.N.